Predict the reactants needed to synthesize the given product. From a dataset of Full USPTO retrosynthesis dataset with 1.9M reactions from patents (1976-2016). Given the product [CH2:1]([O:3][C:4]([CH:6]1[CH2:8][CH:7]1[C:9]1[CH:14]=[CH:13][C:12]([OH:15])=[C:11]([CH3:17])[C:10]=1[CH3:18])=[O:5])[CH3:2], predict the reactants needed to synthesize it. The reactants are: [CH2:1]([O:3][C:4]([CH:6]1[CH2:8][CH:7]1[C:9]1[CH:14]=[CH:13][C:12]([O:15]C)=[C:11]([CH3:17])[C:10]=1[CH3:18])=[O:5])[CH3:2].B(Br)(Br)Br.CCO.C(=O)(O)[O-].[Na+].